From a dataset of NCI-60 drug combinations with 297,098 pairs across 59 cell lines. Regression. Given two drug SMILES strings and cell line genomic features, predict the synergy score measuring deviation from expected non-interaction effect. (1) Drug 2: C1CNP(=O)(OC1)N(CCCl)CCCl. Cell line: MOLT-4. Drug 1: C(=O)(N)NO. Synergy scores: CSS=15.3, Synergy_ZIP=-2.29, Synergy_Bliss=0.498, Synergy_Loewe=-1.25, Synergy_HSA=0.968. (2) Drug 1: C1=NC2=C(N=C(N=C2N1C3C(C(C(O3)CO)O)F)Cl)N. Drug 2: CC=C1C(=O)NC(C(=O)OC2CC(=O)NC(C(=O)NC(CSSCCC=C2)C(=O)N1)C(C)C)C(C)C. Cell line: SK-MEL-5. Synergy scores: CSS=74.6, Synergy_ZIP=-0.200, Synergy_Bliss=3.44, Synergy_Loewe=3.17, Synergy_HSA=7.28. (3) Drug 1: CC1=C(C=C(C=C1)NC2=NC=CC(=N2)N(C)C3=CC4=NN(C(=C4C=C3)C)C)S(=O)(=O)N.Cl. Drug 2: CCC1=CC2CC(C3=C(CN(C2)C1)C4=CC=CC=C4N3)(C5=C(C=C6C(=C5)C78CCN9C7C(C=CC9)(C(C(C8N6C)(C(=O)OC)O)OC(=O)C)CC)OC)C(=O)OC.C(C(C(=O)O)O)(C(=O)O)O. Cell line: NCI-H322M. Synergy scores: CSS=25.1, Synergy_ZIP=-3.06, Synergy_Bliss=-1.58, Synergy_Loewe=-34.3, Synergy_HSA=-2.95. (4) Drug 1: C1CCN(CC1)CCOC2=CC=C(C=C2)C(=O)C3=C(SC4=C3C=CC(=C4)O)C5=CC=C(C=C5)O. Drug 2: C1=CC(=C2C(=C1NCCNCCO)C(=O)C3=C(C=CC(=C3C2=O)O)O)NCCNCCO. Cell line: SF-268. Synergy scores: CSS=42.5, Synergy_ZIP=6.35, Synergy_Bliss=4.28, Synergy_Loewe=-23.3, Synergy_HSA=2.58. (5) Drug 1: CNC(=O)C1=CC=CC=C1SC2=CC3=C(C=C2)C(=NN3)C=CC4=CC=CC=N4. Drug 2: C1=CC(=CC=C1CCC2=CNC3=C2C(=O)NC(=N3)N)C(=O)NC(CCC(=O)O)C(=O)O. Cell line: HOP-92. Synergy scores: CSS=6.59, Synergy_ZIP=-1.46, Synergy_Bliss=-1.33, Synergy_Loewe=-6.40, Synergy_HSA=-2.04. (6) Drug 1: CCCCC(=O)OCC(=O)C1(CC(C2=C(C1)C(=C3C(=C2O)C(=O)C4=C(C3=O)C=CC=C4OC)O)OC5CC(C(C(O5)C)O)NC(=O)C(F)(F)F)O. Drug 2: CN(CCCl)CCCl.Cl. Cell line: NCI-H226. Synergy scores: CSS=61.5, Synergy_ZIP=-3.64, Synergy_Bliss=-3.61, Synergy_Loewe=-6.50, Synergy_HSA=-2.46. (7) Drug 1: C1=NC2=C(N1)C(=S)N=C(N2)N. Drug 2: C1CN1P(=S)(N2CC2)N3CC3. Cell line: MDA-MB-435. Synergy scores: CSS=9.74, Synergy_ZIP=-7.42, Synergy_Bliss=-5.53, Synergy_Loewe=-14.1, Synergy_HSA=-5.90. (8) Drug 1: CNC(=O)C1=NC=CC(=C1)OC2=CC=C(C=C2)NC(=O)NC3=CC(=C(C=C3)Cl)C(F)(F)F. Drug 2: C1=NNC2=C1C(=O)NC=N2. Cell line: HS 578T. Synergy scores: CSS=-1.88, Synergy_ZIP=1.45, Synergy_Bliss=0.431, Synergy_Loewe=-2.13, Synergy_HSA=-1.41. (9) Drug 1: CCCS(=O)(=O)NC1=C(C(=C(C=C1)F)C(=O)C2=CNC3=C2C=C(C=N3)C4=CC=C(C=C4)Cl)F. Drug 2: CS(=O)(=O)OCCCCOS(=O)(=O)C. Cell line: 786-0. Synergy scores: CSS=13.6, Synergy_ZIP=-4.11, Synergy_Bliss=2.18, Synergy_Loewe=2.60, Synergy_HSA=3.09.